From a dataset of Catalyst prediction with 721,799 reactions and 888 catalyst types from USPTO. Predict which catalyst facilitates the given reaction. (1) Reactant: [O:1]=[C:2]1[N:7]([CH:8]([CH3:12])[C:9]([OH:11])=O)[N:6]=[N:5][C:4]2[CH:13]=[CH:14][CH:15]=[CH:16][C:3]1=2.[CH:17]1[CH:18]=[CH:19][C:20]2N(O)N=N[C:21]=2[CH:22]=1.[CH2:27](Cl)CCl.[CH3:31][CH2:32][N:33](C(C)C)C(C)C.CN([CH:43]=[O:44])C. Product: [CH3:43][O:44][C:20]1[CH:19]=[C:18]([CH3:27])[CH:17]=[CH:22][C:21]=1[C@@H:32]([NH:33][C:9](=[O:11])[C@H:8]([N:7]1[C:2](=[O:1])[C:3]2[CH:16]=[CH:15][CH:14]=[CH:13][C:4]=2[N:5]=[N:6]1)[CH3:12])[CH3:31]. The catalyst class is: 6. (2) Reactant: C([O:3][C:4](=O)[CH2:5][C:6]([C@@H:8]1[CH2:13][CH2:12][N:11]([C:14]([O:16][CH3:17])=[O:15])[C@@H:10]([C:18]2[CH:23]=[C:22]([F:24])[C:21]([F:25])=[C:20]([F:26])[CH:19]=2)[CH2:9]1)=[O:7])C.[OH-].[Na+].[NH2:30]O.Cl. Product: [O:3]=[C:4]1[CH:5]=[C:6]([C@@H:8]2[CH2:13][CH2:12][N:11]([C:14]([O:16][CH3:17])=[O:15])[C@@H:10]([C:18]3[CH:23]=[C:22]([F:24])[C:21]([F:25])=[C:20]([F:26])[CH:19]=3)[CH2:9]2)[O:7][NH:30]1. The catalyst class is: 5.